From a dataset of Catalyst prediction with 721,799 reactions and 888 catalyst types from USPTO. Predict which catalyst facilitates the given reaction. Reactant: C(OC(=O)[NH:10][C:11]1([CH3:27])[CH2:16][CH2:15][N:14]([C:17]2[N:22]=[C:21]([C:23]([F:26])([F:25])[F:24])[CH:20]=[CH:19][N:18]=2)[CH2:13][CH2:12]1)C1C=CC=CC=1.I[Si](C)(C)C. Product: [CH3:27][C:11]1([NH2:10])[CH2:12][CH2:13][N:14]([C:17]2[N:22]=[C:21]([C:23]([F:26])([F:25])[F:24])[CH:20]=[CH:19][N:18]=2)[CH2:15][CH2:16]1. The catalyst class is: 10.